Task: Predict the product of the given reaction.. Dataset: Forward reaction prediction with 1.9M reactions from USPTO patents (1976-2016) (1) Given the reactants [NH:1]1[C:9]2[C:4](=[CH:5][CH:6]=[CH:7][CH:8]=2)[CH2:3][C@H:2]1[C:10](O)=[O:11].CO.Cl, predict the reaction product. The product is: [NH:1]1[C:9]2[C:4](=[CH:5][CH:6]=[CH:7][CH:8]=2)[CH2:3][C@H:2]1[CH2:10][OH:11]. (2) Given the reactants C(OC(=O)C1C=CC(N[C:12](=[O:38])[CH:13]([N:20]2[C:24]3[CH:25]=[C:26]([F:30])[C:27]([F:29])=[CH:28][C:23]=3[N:22]=[C:21]2[C:31]2[CH:36]=[CH:35][C:34]([Cl:37])=[CH:33][CH:32]=2)[CH:14]2[CH2:19][CH2:18][CH2:17][CH2:16][CH2:15]2)=CC=1)C.ClC1C=CC(C2N(C(C3CCCCC3)C(NC[C@H]3CC[C@H](C(O)=O)CC3)=O)C3C=CC(F)=CC=3N=2)=CC=1.[C:77]([O:81][C:82](=[O:93])[CH2:83][CH2:84][C:85]1[CH:90]=[CH:89][C:88]([NH2:91])=[C:87]([F:92])[CH:86]=1)([CH3:80])([CH3:79])[CH3:78], predict the reaction product. The product is: [C:77]([O:81][C:82](=[O:93])[CH2:83][CH2:84][C:85]1[CH:90]=[CH:89][C:88]([NH:91][C:12](=[O:38])[CH:13]([N:20]2[C:24]3[CH:25]=[C:26]([F:30])[C:27]([F:29])=[CH:28][C:23]=3[N:22]=[C:21]2[C:31]2[CH:32]=[CH:33][C:34]([Cl:37])=[CH:35][CH:36]=2)[CH:14]2[CH2:15][CH2:16][CH2:17][CH2:18][CH2:19]2)=[C:87]([F:92])[CH:86]=1)([CH3:80])([CH3:78])[CH3:79]. (3) Given the reactants Cl.[N:2]1([C:8]2[CH:17]=[CH:16][C:15]3[C:10](=[CH:11][CH:12]=[CH:13][CH:14]=3)[N:9]=2)[CH2:7][CH2:6][NH:5][CH2:4][CH2:3]1.[CH2:18]([O:22][C:23]1[CH:31]=[CH:30][C:29]([S:32]([CH3:35])(=[O:34])=[O:33])=[CH:28][C:24]=1[C:25](O)=[O:26])[CH:19]([CH3:21])[CH3:20].C(OCC)(=O)C, predict the reaction product. The product is: [CH2:18]([O:22][C:23]1[CH:31]=[CH:30][C:29]([S:32]([CH3:35])(=[O:34])=[O:33])=[CH:28][C:24]=1[C:25]([N:5]1[CH2:4][CH2:3][N:2]([C:8]2[CH:17]=[CH:16][C:15]3[C:10](=[CH:11][CH:12]=[CH:13][CH:14]=3)[N:9]=2)[CH2:7][CH2:6]1)=[O:26])[CH:19]([CH3:21])[CH3:20].